From a dataset of Reaction yield outcomes from USPTO patents with 853,638 reactions. Predict the reaction yield, written as a fraction of the theoretical maximum amount of product (1.0 means a 100% yield; for example, 0.34 means a 34% yield). (1) The reactants are Br[C:2]1[CH:7]=[CH:6][N:5]=[C:4]([NH:8][C:9]([CH:11]2[CH2:13][CH2:12]2)=[O:10])[CH:3]=1.C(=O)([O-])[O-].[K+].[K+].[Cl:20][C:21]1[CH:22]=[C:23]([C:28]2([C:46]([F:49])([F:48])[F:47])[CH2:32][C:31]3[CH:33]=[C:34](B4OC(C)(C)C(C)(C)O4)[CH:35]=[CH:36][C:30]=3[O:29]2)[CH:24]=[C:25]([Cl:27])[CH:26]=1. The catalyst is COCCOC.O.C1C=CC([P]([Pd]([P](C2C=CC=CC=2)(C2C=CC=CC=2)C2C=CC=CC=2)([P](C2C=CC=CC=2)(C2C=CC=CC=2)C2C=CC=CC=2)[P](C2C=CC=CC=2)(C2C=CC=CC=2)C2C=CC=CC=2)(C2C=CC=CC=2)C2C=CC=CC=2)=CC=1. The product is [Cl:27][C:25]1[CH:24]=[C:23]([C:28]2([C:46]([F:48])([F:49])[F:47])[CH2:32][C:31]3[CH:33]=[C:34]([C:2]4[CH:7]=[CH:6][N:5]=[C:4]([NH:8][C:9]([CH:11]5[CH2:13][CH2:12]5)=[O:10])[CH:3]=4)[CH:35]=[CH:36][C:30]=3[O:29]2)[CH:22]=[C:21]([Cl:20])[CH:26]=1. The yield is 0.320. (2) The reactants are [Cl:1][CH2:2][C:3](=[O:11])[CH2:4][C:5]([O:7][CH2:8][CH:9]=[CH2:10])=[O:6].C(OCC)(OCC)O[CH2:14][CH3:15].O=P12OP3(OP(OP(O3)(O1)=O)(=O)O2)=O. The catalyst is S(=O)(=O)(O)O.C(Cl)(Cl)Cl. The product is [Cl:1][CH2:2]/[C:3](/[O:11][CH2:14][CH3:15])=[CH:4]\[C:5]([O:7][CH2:8][CH:9]=[CH2:10])=[O:6]. The yield is 0.930. (3) The reactants are [Br:1][C:2]1[C:3](O)=[N:4][CH:5]=[C:6]([N+:8]([O-:10])=[O:9])[CH:7]=1.N1C2C(=CC=CC=2)C=CC=1.O=P(Cl)(Cl)[Cl:24]. The catalyst is O. The product is [Br:1][C:2]1[C:3]([Cl:24])=[N:4][CH:5]=[C:6]([N+:8]([O-:10])=[O:9])[CH:7]=1. The yield is 0.820. (4) The reactants are [CH:1]([C:4]1[CH:5]=[CH:6][CH:7]=[C:8]2[C:12]=1[NH:11][C:10]([CH3:13])=[CH:9]2)([CH3:3])[CH3:2].[CH3:14]N(C=O)C.[H-].[Na+].IC. The yield is 0.410. The product is [CH:1]([C:4]1[CH:5]=[CH:6][CH:7]=[C:8]2[C:12]=1[N:11]([CH3:14])[C:10]([CH3:13])=[CH:9]2)([CH3:3])[CH3:2]. The catalyst is CCOCC. (5) The yield is 0.766. The catalyst is ClCCl. The reactants are COC1C=CC(C(C2C=CC(OC)=CC=2)([NH:16][C:17]2[CH2:18][O:19][CH2:20][C:21]([F:42])([F:41])[C@:22]([C:25]3[CH:26]=[C:27]([NH:32][C:33]4[CH:40]=[CH:39][C:36]([C:37]#[N:38])=[CH:35][CH:34]=4)[CH:28]=[CH:29][C:30]=3[F:31])([CH3:24])[N:23]=2)C2C=CC=CC=2)=CC=1.FC(F)(F)C(O)=O.C([O-])([O-])=O.[Na+].[Na+]. The product is [NH2:16][C:17]1[CH2:18][O:19][CH2:20][C:21]([F:41])([F:42])[C@:22]([C:25]2[CH:26]=[C:27]([NH:32][C:33]3[CH:40]=[CH:39][C:36]([C:37]#[N:38])=[CH:35][CH:34]=3)[CH:28]=[CH:29][C:30]=2[F:31])([CH3:24])[N:23]=1. (6) The reactants are F[P-](F)(F)(F)(F)F.N1(OC(N(C)C)=[N+](C)C)C2N=CC=CC=2N=N1.[CH2:25]([NH2:32])[C:26]1[CH:31]=[CH:30][CH:29]=[CH:28][CH:27]=1.C(N(CC)C(C)C)(C)C.[C:42]([O:46][C:47]([NH:49][C@@H:50]([CH2:54][S:55][S:56][C:57]([CH3:60])([CH3:59])[CH3:58])[C:51](O)=[O:52])=[O:48])([CH3:45])([CH3:44])[CH3:43]. The catalyst is O1CCCC1. The product is [C:42]([O:46][C:47](=[O:48])[NH:49][C@@H:50]([CH2:54][S:55][S:56][C:57]([CH3:60])([CH3:59])[CH3:58])[C:51]([NH:32][CH2:25][C:26]1[CH:31]=[CH:30][CH:29]=[CH:28][CH:27]=1)=[O:52])([CH3:44])([CH3:45])[CH3:43]. The yield is 0.940. (7) The reactants are [Cl:1][C:2]1[C:3]([O:12][C:13]2[CH:18]=[C:17]([O:19][CH2:20][CH2:21][O:22][CH3:23])[CH:16]=[CH:15][C:14]=2[CH2:24][CH2:25][CH2:26][NH2:27])=[N:4][CH:5]=[C:6]([C:8]([F:11])([F:10])[F:9])[CH:7]=1.[C:28]1([S:34]([N:37]=[C:38]=[O:39])(=[O:36])=[O:35])[CH:33]=[CH:32][CH:31]=[CH:30][CH:29]=1. The catalyst is C(#N)C. The product is [Cl:1][C:2]1[C:3]([O:12][C:13]2[CH:18]=[C:17]([O:19][CH2:20][CH2:21][O:22][CH3:23])[CH:16]=[CH:15][C:14]=2[CH2:24][CH2:25][CH2:26][NH:27][C:38]([NH:37][S:34]([C:28]2[CH:29]=[CH:30][CH:31]=[CH:32][CH:33]=2)(=[O:36])=[O:35])=[O:39])=[N:4][CH:5]=[C:6]([C:8]([F:9])([F:11])[F:10])[CH:7]=1. The yield is 0.130. (8) The product is [F:21][C:5]1[C:6]([NH:8][C:9]2[CH:20]=[CH:19][CH:18]=[CH:17][C:10]=2[C:11]([NH:13][CH2:14][CH2:15][OH:16])=[O:12])=[N:7][C:2]([NH:33][C:32]2[CH:34]=[CH:35][CH:36]=[C:30]([CH2:29][CH2:28][N:25]3[CH2:24][CH2:23][O:22][CH2:27][CH2:26]3)[CH:31]=2)=[N:3][CH:4]=1. The catalyst is C(O)(C)C. The reactants are Cl[C:2]1[N:7]=[C:6]([NH:8][C:9]2[CH:20]=[CH:19][CH:18]=[CH:17][C:10]=2[C:11]([NH:13][CH2:14][CH2:15][OH:16])=[O:12])[C:5]([F:21])=[CH:4][N:3]=1.[O:22]1[CH2:27][CH2:26][N:25]([CH2:28][CH2:29][C:30]2[CH:31]=[C:32]([CH:34]=[CH:35][CH:36]=2)[NH2:33])[CH2:24][CH2:23]1.Cl. The yield is 0.710. (9) The reactants are [C:12]([O:11][C:9](O[C:9]([O:11][C:12]([CH3:15])([CH3:14])[CH3:13])=[O:10])=[O:10])([CH3:15])([CH3:14])[CH3:13].[NH2:16][CH2:17][CH2:18][C:19]1[CH:25]=[CH:24][C:22]([NH2:23])=[CH:21][CH:20]=1. No catalyst specified. The product is [C:12]([O:11][C:9](=[O:10])[NH:16][CH2:17][CH2:18][C:19]1[CH:25]=[CH:24][C:22]([NH2:23])=[CH:21][CH:20]=1)([CH3:13])([CH3:14])[CH3:15]. The yield is 0.980. (10) The reactants are Cl[C:2]1[N:3]=[CH:4][C:5]([NH:16][CH2:17][CH:18]2[CH2:23][CH2:22][O:21][CH2:20][CH2:19]2)=[N:6][C:7]=1[C:8]1[C:13]([Cl:14])=[CH:12][N:11]=[C:10]([F:15])[CH:9]=1.[C:24]([O-])([O-])=O.[Na+].[Na+].CB(O)O.C(Cl)Cl. The catalyst is COCCOC.CCOC(C)=O.C1C=CC(P(C2C=CC=CC=2)[C-]2C=CC=C2)=CC=1.C1C=CC(P(C2C=CC=CC=2)[C-]2C=CC=C2)=CC=1.Cl[Pd]Cl.[Fe+2]. The product is [Cl:14][C:13]1[C:8]([C:7]2[N:6]=[C:5]([NH:16][CH2:17][CH:18]3[CH2:23][CH2:22][O:21][CH2:20][CH2:19]3)[CH:4]=[N:3][C:2]=2[CH3:24])=[CH:9][C:10]([F:15])=[N:11][CH:12]=1. The yield is 0.742.